Dataset: Forward reaction prediction with 1.9M reactions from USPTO patents (1976-2016). Task: Predict the product of the given reaction. (1) The product is: [O:1]1[CH2:6][CH2:5][N:4]([C:7](=[O:33])[CH2:8][C@@H:9]([N:18]2[C:22]([C:23]3[CH:28]=[CH:27][CH:26]=[CH:25][CH:24]=3)=[C:21]([C:29]([OH:31])=[O:30])[N:20]=[CH:19]2)[CH2:10][CH2:11][C:12]2[CH:13]=[CH:14][CH:15]=[CH:16][CH:17]=2)[CH2:3][CH2:2]1. Given the reactants [O:1]1[CH2:6][CH2:5][N:4]([C:7](=[O:33])[CH2:8][C@@H:9]([N:18]2[C:22]([C:23]3[CH:28]=[CH:27][CH:26]=[CH:25][CH:24]=3)=[C:21]([C:29]([O:31]C)=[O:30])[N:20]=[CH:19]2)[CH2:10][CH2:11][C:12]2[CH:17]=[CH:16][CH:15]=[CH:14][CH:13]=2)[CH2:3][CH2:2]1.[OH-].[Li+].O.Cl, predict the reaction product. (2) Given the reactants [CH3:1][O:2][C:3]([C:5]1[CH:6]2[N:12]([C:13]3[C:22]4[C:17](=[CH:18][CH:19]=[CH:20][CH:21]=4)[C:16]([C:23]#[N:24])=[CH:15][CH:14]=3)[CH:9]([CH2:10][CH:11]=1)[CH2:8][CH2:7]2)=[O:4], predict the reaction product. The product is: [CH3:1][O:2][C:3]([CH:5]1[CH2:11][CH2:10][CH:9]2[N:12]([C:13]3[C:22]4[C:17](=[CH:18][CH:19]=[CH:20][CH:21]=4)[C:16]([C:23]#[N:24])=[CH:15][CH:14]=3)[CH:6]1[CH2:7][CH2:8]2)=[O:4]. (3) Given the reactants [CH3:1][C:2]1[CH:3]=[C:4]([CH2:11][CH:12]([C:17]2[CH:22]=[CH:21][CH:20]=[CH:19][N:18]=2)[CH2:13][C:14](O)=[O:15])[CH:5]=[C:6]2[C:10]=1[NH:9][N:8]=[CH:7]2.N1([C:29]2[C:38]3[C:33](=[CH:34][CH:35]=[CH:36][CH:37]=3)[NH:32][C:31](=[O:39])[N:30]=2)CCCCC1.C(N(CC)CC)C.CCOP(ON1N=[N:65][C:60]2C=[CH:62][CH:63]=[CH:64][C:59]=2C1=O)(OCC)=O, predict the reaction product. The product is: [CH3:1][C:2]1[CH:3]=[C:4]([CH2:11][CH:12]([C:17]2[CH:22]=[CH:21][CH:20]=[CH:19][N:18]=2)[CH2:13][C:14]([N:65]2[CH2:62][CH2:63][CH:64]([N:30]3[CH2:29][C:38]4[C:33](=[CH:34][CH:35]=[CH:36][CH:37]=4)[NH:32][C:31]3=[O:39])[CH2:59][CH2:60]2)=[O:15])[CH:5]=[C:6]2[C:10]=1[NH:9][N:8]=[CH:7]2. (4) The product is: [Cl:26][CH2:9][C:8]1[N:4]([CH2:3][C:2]([F:23])([F:22])[F:1])[N:5]=[C:6]([C:11]2[CH:16]=[CH:15][C:14]([O:17][C:18]([F:21])([F:20])[F:19])=[CH:13][CH:12]=2)[CH:7]=1. Given the reactants [F:1][C:2]([F:23])([F:22])[CH2:3][N:4]1[C:8]([CH2:9]O)=[CH:7][C:6]([C:11]2[CH:16]=[CH:15][C:14]([O:17][C:18]([F:21])([F:20])[F:19])=[CH:13][CH:12]=2)=[N:5]1.S(Cl)([Cl:26])=O, predict the reaction product. (5) Given the reactants Cl[C:2]1[CH:3]=[C:4]([CH:12]([F:14])[F:13])[C:5]2[C:6](=[N:8][N:9]([CH3:11])[CH:10]=2)[N:7]=1.COCCOC.O.[NH2:22][C:23]1[CH:30]=[CH:29][C:28](B2OC(C)(C)C(C)(C)O2)=[CH:27][C:24]=1[C:25]#[N:26].O.O.P([O-])([O-])([O-])=O.[K+].[K+].[K+], predict the reaction product. The product is: [NH2:22][C:23]1[CH:30]=[CH:29][C:28]([C:2]2[CH:3]=[C:4]([CH:12]([F:14])[F:13])[C:5]3[C:6](=[N:8][N:9]([CH3:11])[CH:10]=3)[N:7]=2)=[CH:27][C:24]=1[C:25]#[N:26].